Dataset: Forward reaction prediction with 1.9M reactions from USPTO patents (1976-2016). Task: Predict the product of the given reaction. (1) Given the reactants Cl[C:2]1[CH:11]=[N:10][C:9]2[C:4](=[CH:5][CH:6]=[CH:7][CH:8]=2)[N:3]=1.[F:12][C:13]1[CH:14]=[C:15](B(O)O)[CH:16]=[C:17]([F:19])[CH:18]=1.C1(C)C=CC=CC=1.C(=O)([O-])[O-].[K+].[K+], predict the reaction product. The product is: [F:12][C:13]1[CH:14]=[C:15]([C:2]2[CH:11]=[N:10][C:9]3[C:4](=[CH:5][CH:6]=[CH:7][CH:8]=3)[N:3]=2)[CH:16]=[C:17]([F:19])[CH:18]=1. (2) Given the reactants [F:1][C:2]1[CH:7]=[CH:6][CH:5]=[C:4]([F:8])[C:3]=1[S:9](Cl)(=[O:11])=[O:10].[Br:13][C:14]1[CH:15]=[C:16]2[C:24](=[CH:25][CH:26]=1)[NH:23][C:22]1[CH:21]([NH2:27])[CH2:20][CH2:19][CH2:18][C:17]2=1, predict the reaction product. The product is: [Br:13][C:14]1[CH:15]=[C:16]2[C:24](=[CH:25][CH:26]=1)[NH:23][C:22]1[CH:21]([NH:27][S:9]([C:3]3[C:2]([F:1])=[CH:7][CH:6]=[CH:5][C:4]=3[F:8])(=[O:11])=[O:10])[CH2:20][CH2:19][CH2:18][C:17]2=1. (3) Given the reactants [CH3:1][C:2]1[NH:7][C:6](=[O:8])[CH:5]=[C:4]([O:9][CH2:10][C:11]2[CH:28]=[CH:27][CH:26]=[CH:25][C:12]=2[CH2:13][N:14]2[C:22](=[O:23])[C:21]3[C:16](=[CH:17][CH:18]=[CH:19][CH:20]=3)[C:15]2=[O:24])[CH:3]=1.[I:29]N1C(=O)CCC1=O.ClC(Cl)C(O)=O, predict the reaction product. The product is: [I:29][C:5]1[C:6](=[O:8])[NH:7][C:2]([CH3:1])=[CH:3][C:4]=1[O:9][CH2:10][C:11]1[CH:28]=[CH:27][CH:26]=[CH:25][C:12]=1[CH2:13][N:14]1[C:22](=[O:23])[C:21]2[C:16](=[CH:17][CH:18]=[CH:19][CH:20]=2)[C:15]1=[O:24]. (4) Given the reactants Br[C:2]1[S:3][CH:4]=[CH:5][C:6]=1[CH:7]([OH:17])[CH2:8][CH2:9][CH2:10][C:11]1[CH:16]=[CH:15][CH:14]=[CH:13][CH:12]=1.[CH2:18]([O:20][C:21](=[O:47])[CH2:22][C:23]1([C:26]2[CH:31]=[CH:30][C:29]([C:32]3[CH:37]=[CH:36][C:35](B4OC(C)(C)C(C)(C)O4)=[CH:34][CH:33]=3)=[CH:28][CH:27]=2)[CH2:25][CH2:24]1)[CH3:19], predict the reaction product. The product is: [CH2:18]([O:20][C:21](=[O:47])[CH2:22][C:23]1([C:26]2[CH:27]=[CH:28][C:29]([C:32]3[CH:37]=[CH:36][C:35]([C:2]4[S:3][CH:4]=[CH:5][C:6]=4[CH:7]([OH:17])[CH2:8][CH2:9][CH2:10][C:11]4[CH:16]=[CH:15][CH:14]=[CH:13][CH:12]=4)=[CH:34][CH:33]=3)=[CH:30][CH:31]=2)[CH2:24][CH2:25]1)[CH3:19]. (5) Given the reactants [CH3:1][N:2]([CH2:10][CH2:11][CH:12]=O)[C:3](=[O:9])[O:4][C:5]([CH3:8])([CH3:7])[CH3:6].[C:14]([N:22]1[CH2:27][CH2:26][NH:25][CH2:24][CH2:23]1)(=[O:21])[C:15]1[CH:20]=[CH:19][CH:18]=[CH:17][CH:16]=1.[BH4-].[Na+], predict the reaction product. The product is: [C:14]([N:22]1[CH2:27][CH2:26][N:25]([CH2:12][CH2:11][CH2:10][N:2]([CH3:1])[C:3](=[O:9])[O:4][C:5]([CH3:6])([CH3:7])[CH3:8])[CH2:24][CH2:23]1)(=[O:21])[C:15]1[CH:20]=[CH:19][CH:18]=[CH:17][CH:16]=1.